Dataset: Full USPTO retrosynthesis dataset with 1.9M reactions from patents (1976-2016). Task: Predict the reactants needed to synthesize the given product. Given the product [CH3:35][S:36]([O:6][CH2:7][CH2:8][CH2:9][C:10]1([C:23]([O:25][CH2:26][CH3:27])=[O:24])[CH2:15][CH2:14][N:13]([C:16]([O:18][C:19]([CH3:22])([CH3:21])[CH3:20])=[O:17])[CH2:12][CH2:11]1)(=[O:38])=[O:37], predict the reactants needed to synthesize it. The reactants are: O1CCCC1.[OH:6][CH2:7][CH2:8][CH2:9][C:10]1([C:23]([O:25][CH2:26][CH3:27])=[O:24])[CH2:15][CH2:14][N:13]([C:16]([O:18][C:19]([CH3:22])([CH3:21])[CH3:20])=[O:17])[CH2:12][CH2:11]1.C(N(CC)CC)C.[CH3:35][S:36](Cl)(=[O:38])=[O:37].